This data is from Forward reaction prediction with 1.9M reactions from USPTO patents (1976-2016). The task is: Predict the product of the given reaction. (1) Given the reactants [CH3:1][O:2][C:3]1[C:30]([O:31][CH2:32][CH2:33][CH2:34][C:35]([NH:37][C:38]2[CH:42]=[C:41]([C:43](=[O:61])[NH:44][C:45]3[CH:50]=[CH:49][C:48]([C:51]4[CH:55]=[C:54]([C:56]([O:58][CH3:59])=[O:57])[N:53]([CH3:60])[CH:52]=4)=[CH:47][CH:46]=3)[N:40]([CH3:62])[CH:39]=2)=[O:36])=[CH:29][C:6]2[N:7](C(OCC=C)=O)[C@@H:8](OC3CCCCO3)[C@@H:9]3[CH2:15][CH2:14][CH2:13][N:10]3[C:11](=[O:12])[C:5]=2[CH:4]=1.N1CCCC1.C1(P(C2C=CC=CC=2)C2C=CC=CC=2)C=CC=CC=1, predict the reaction product. The product is: [CH3:1][O:2][C:3]1[C:30]([O:31][CH2:32][CH2:33][CH2:34][C:35]([NH:37][C:38]2[CH:42]=[C:41]([C:43]([NH:44][C:45]3[CH:50]=[CH:49][C:48]([C:51]4[CH:55]=[C:54]([C:56]([O:58][CH3:59])=[O:57])[N:53]([CH3:60])[CH:52]=4)=[CH:47][CH:46]=3)=[O:61])[N:40]([CH3:62])[CH:39]=2)=[O:36])=[CH:29][C:6]2[N:7]=[CH:8][C@@H:9]3[CH2:15][CH2:14][CH2:13][N:10]3[C:11](=[O:12])[C:5]=2[CH:4]=1. (2) Given the reactants [Cl:1][C:2]1[N:7]=[C:6]([NH:8][C:9]2[CH:14]=[CH:13][CH:12]=[CH:11][C:10]=2[NH:15][S:16]([CH3:19])(=[O:18])=[O:17])[C:5]([F:20])=[CH:4][N:3]=1.[F:21][C:22]1[CH:28]=[CH:27][CH:26]=[CH:25][C:23]=1[NH2:24].Cl, predict the reaction product. The product is: [ClH:1].[F:20][C:5]1[C:6]([NH:8][C:9]2[CH:14]=[CH:13][CH:12]=[CH:11][C:10]=2[NH:15][S:16]([CH3:19])(=[O:18])=[O:17])=[N:7][C:2]([NH:24][C:23]2[CH:25]=[CH:26][CH:27]=[CH:28][C:22]=2[F:21])=[N:3][CH:4]=1. (3) Given the reactants Cl.[O:2]([C:9]1[CH:14]=[CH:13][C:12]([N:15]2[CH2:20][CH2:19][NH:18][CH2:17][CH2:16]2)=[CH:11][CH:10]=1)[C:3]1[CH:8]=[CH:7][CH:6]=[CH:5][CH:4]=1.[CH3:21][O:22][C:23](=[O:28])[CH2:24][CH2:25][CH2:26]Br, predict the reaction product. The product is: [CH3:21][O:22][C:23](=[O:28])[CH2:24][CH2:25][CH2:26][N:18]1[CH2:19][CH2:20][N:15]([C:12]2[CH:13]=[CH:14][C:9]([O:2][C:3]3[CH:4]=[CH:5][CH:6]=[CH:7][CH:8]=3)=[CH:10][CH:11]=2)[CH2:16][CH2:17]1.